The task is: Predict the reactants needed to synthesize the given product.. This data is from Full USPTO retrosynthesis dataset with 1.9M reactions from patents (1976-2016). (1) Given the product [CH2:1]([O:3][C:4](=[O:11])[C:5]([OH:10])([CH3:9])[C:6]([NH:22][CH2:21][CH2:20][C:19]([F:24])([F:23])[F:18])=[O:8])[CH3:2], predict the reactants needed to synthesize it. The reactants are: [CH2:1]([O:3][C:4](=[O:11])[C:5]([OH:10])([CH3:9])[C:6]([OH:8])=O)[CH3:2].O1CCCC1.Cl.[F:18][C:19]([F:24])([F:23])[CH2:20][CH2:21][NH2:22].Cl.CN(C)CCCN=C=NCC.C(N(CC)C(C)C)(C)C. (2) Given the product [CH:1]1([N:6]2[C:14]3[CH:13]=[CH:12][N:11]=[C:10]([O:15][CH3:16])[C:9]=3[C:8]([C:17]3[CH:18]=[C:19]([C:22]([NH:25][CH2:26][CH2:27][OH:28])=[O:23])[S:20][CH:21]=3)=[N:7]2)[CH2:5][CH2:4][CH2:3][CH2:2]1, predict the reactants needed to synthesize it. The reactants are: [CH:1]1([N:6]2[C:14]3[CH:13]=[CH:12][N:11]=[C:10]([O:15][CH3:16])[C:9]=3[C:8]([C:17]3[CH:18]=[C:19]([C:22](O)=[O:23])[S:20][CH:21]=3)=[N:7]2)[CH2:5][CH2:4][CH2:3][CH2:2]1.[NH2:25][CH2:26][CH2:27][OH:28].CCN=C=NCCCN(C)C.Cl.C1C=CC2N(O)N=NC=2C=1. (3) Given the product [CH3:27][NH:28][S:29]([C:32]1[CH:33]=[C:34]([CH:37]=[CH:38][CH:39]=1)[CH2:35][NH:36][C:15]([C:11]1[C:12]([CH3:14])=[N:13][C:8]([C:5]2[CH:4]=[CH:3][C:2]([F:1])=[CH:7][CH:6]=2)=[N:9][CH:10]=1)=[O:17])(=[O:30])=[O:31], predict the reactants needed to synthesize it. The reactants are: [F:1][C:2]1[CH:7]=[CH:6][C:5]([C:8]2[N:13]=[C:12]([CH3:14])[C:11]([C:15]([OH:17])=O)=[CH:10][N:9]=2)=[CH:4][CH:3]=1.C(N(C(C)C)CC)(C)C.[CH3:27][NH:28][S:29]([C:32]1[CH:33]=[C:34]([CH:37]=[CH:38][CH:39]=1)[CH2:35][NH2:36])(=[O:31])=[O:30]. (4) Given the product [NH2:1][C:4]1[CH:9]=[CH:8][C:7]([C:10]2[S:11][CH:12]=[CH:13][CH:14]=2)=[CH:6][C:5]=1[NH:15][C:16](=[O:24])[O:17][CH2:18][CH:19]1[CH2:22][N:21]([CH3:23])[CH2:20]1, predict the reactants needed to synthesize it. The reactants are: [N+:1]([C:4]1[CH:9]=[CH:8][C:7]([C:10]2[S:11][CH:12]=[CH:13][CH:14]=2)=[CH:6][C:5]=1[NH:15][C:16](=[O:24])[O:17][CH2:18][CH:19]1[CH2:22][N:21]([CH3:23])[CH2:20]1)([O-])=O.